This data is from Full USPTO retrosynthesis dataset with 1.9M reactions from patents (1976-2016). The task is: Predict the reactants needed to synthesize the given product. (1) Given the product [C:26](/[C:16](/[C:17](=[O:25])[NH:18][C:19]1[CH:20]=[CH:21][CH:22]=[CH:23][CH:24]=1)=[CH:15]\[C:8]1[C:9]2[C:14](=[CH:13][CH:12]=[CH:11][CH:10]=2)[N:6]([CH2:5][C:4]([OH:28])=[O:3])[CH:7]=1)#[N:27], predict the reactants needed to synthesize it. The reactants are: C([O:3][C:4](=[O:28])[CH2:5][N:6]1[C:14]2[C:9](=[CH:10][CH:11]=[CH:12][CH:13]=2)[C:8]([CH:15]=[C:16]([C:26]#[N:27])[C:17](=[O:25])[NH:18][C:19]2[CH:24]=[CH:23][CH:22]=[CH:21][CH:20]=2)=[CH:7]1)C.[OH-].[Na+]. (2) Given the product [CH3:1][N:2]1[C:10]([CH2:11][CH:12]2[CH2:17][CH2:16][N:15]([CH2:39][CH2:38][S:35]([CH3:34])(=[O:37])=[O:36])[CH2:14][CH2:13]2)=[N:9][C:8]2[C:3]1=[N:4][C:5]([N:24]1[C:28]3[CH:29]=[CH:30][CH:31]=[CH:32][C:27]=3[N:26]=[C:25]1[CH3:33])=[N:6][C:7]=2[N:18]1[CH2:19][CH2:20][O:21][CH2:22][CH2:23]1, predict the reactants needed to synthesize it. The reactants are: [CH3:1][N:2]1[C:10]([CH2:11][CH:12]2[CH2:17][CH2:16][NH:15][CH2:14][CH2:13]2)=[N:9][C:8]2[C:3]1=[N:4][C:5]([N:24]1[C:28]3[CH:29]=[CH:30][CH:31]=[CH:32][C:27]=3[N:26]=[C:25]1[CH3:33])=[N:6][C:7]=2[N:18]1[CH2:23][CH2:22][O:21][CH2:20][CH2:19]1.[CH3:34][S:35]([CH:38]=[CH2:39])(=[O:37])=[O:36]. (3) Given the product [C:1]([O:5][C:6]([N:8]1[CH2:13][CH2:12][N:11]([C:14]2[CH:19]=[CH:18][C:17]([C:20](=[O:23])[NH2:21])=[CH:16][C:15]=2[F:22])[CH2:10][CH2:9]1)=[O:7])([CH3:4])([CH3:2])[CH3:3], predict the reactants needed to synthesize it. The reactants are: [C:1]([O:5][C:6]([N:8]1[CH2:13][CH2:12][N:11]([C:14]2[CH:19]=[CH:18][C:17]([C:20]#[N:21])=[CH:16][C:15]=2[F:22])[CH2:10][CH2:9]1)=[O:7])([CH3:4])([CH3:3])[CH3:2].[OH-:23].[K+]. (4) Given the product [ClH:24].[ClH:24].[CH2:19]([N:18]1[C:14]([CH:11]2[CH2:12][CH2:13][NH:8][CH2:9][CH2:10]2)=[C:15]([CH3:23])[C:16]([CH2:21][CH3:22])=[N:17]1)[CH3:20], predict the reactants needed to synthesize it. The reactants are: C(OC([N:8]1[CH2:13][CH2:12][CH:11]([C:14]2[N:18]([CH2:19][CH3:20])[N:17]=[C:16]([CH2:21][CH3:22])[C:15]=2[CH3:23])[CH2:10][CH2:9]1)=O)(C)(C)C.[ClH:24]. (5) Given the product [CH3:10][NH:9][C:7](=[O:8])[C:6]1[CH:18]=[C:19]([C:20]#[N:21])[C:3]([CH2:2][Br:1])=[CH:4][C:5]=1[O:22][CH2:23][CH3:24], predict the reactants needed to synthesize it. The reactants are: [Br:1][CH2:2][C:3]1[C:19]([C:20]#[N:21])=[CH:18][C:6]([C:7]([N:9](C)[C:10](=O)OC(C)(C)C)=[O:8])=[C:5]([O:22][CH2:23][CH3:24])[CH:4]=1.